Dataset: Full USPTO retrosynthesis dataset with 1.9M reactions from patents (1976-2016). Task: Predict the reactants needed to synthesize the given product. (1) Given the product [CH2:14]([N:13]1[CH:5]2[CH2:6][CH2:7][CH:8]1[CH:9]1[NH:1][CH:4]2[CH2:11][CH2:10]1)[C:15]1[CH:20]=[CH:19][CH:18]=[CH:17][CH:16]=1, predict the reactants needed to synthesize it. The reactants are: [N:1]([CH:4]1[CH2:11][CH2:10][CH:9](Br)[CH:8]2[N:13]([CH2:14][C:15]3[CH:20]=[CH:19][CH:18]=[CH:17][CH:16]=3)[CH:5]1[CH2:6][CH2:7]2)=[N+]=[N-].C1(P(C2C=CC=CC=2)C2C=CC=CC=2)C=CC=CC=1.O. (2) Given the product [Br:10][C:11]1[CH:18]=[CH:17][C:16]([O:19][CH2:8][CH3:9])=[CH:15][C:12]=1[CH:13]=[O:14], predict the reactants needed to synthesize it. The reactants are: C(=O)([O-])[O-].[K+].[K+].I[CH2:8][CH3:9].[Br:10][C:11]1[CH:18]=[CH:17][C:16]([OH:19])=[CH:15][C:12]=1[CH:13]=[O:14].O. (3) Given the product [CH2:26]([O:28][C:29](=[O:33])[CH2:30][N:31]1[C:12]([C:14]2[CH:23]=[CH:22][C:17]3[O:18][CH2:19][CH2:20][O:21][C:16]=3[CH:15]=2)=[CH:11][C:10]([NH:9][C:4]2[CH:5]=[CH:6][C:7]([F:8])=[C:2]([F:1])[CH:3]=2)=[N:32]1)[CH3:27], predict the reactants needed to synthesize it. The reactants are: [F:1][C:2]1[CH:3]=[C:4]([NH:9]/[C:10](/SC)=[CH:11]/[C:12]([C:14]2[CH:23]=[CH:22][C:17]3[O:18][CH2:19][CH2:20][O:21][C:16]=3[CH:15]=2)=O)[CH:5]=[CH:6][C:7]=1[F:8].[CH2:26]([O:28][C:29](=[O:33])[CH2:30][NH:31][NH2:32])[CH3:27].Cl.C([O-])([O-])=O.[K+].[K+]. (4) Given the product [CH3:1][N:2]([CH2:3][C:4]1[O:5][C:6]2[CH:13]=[CH:12][CH:11]=[CH:10][C:7]=2[C:8]=1[CH3:9])[C:27](=[O:28])/[CH:26]=[CH:25]/[C:22]1[CH:23]=[N:24][C:17]2[NH:16][C:15](=[O:14])[CH2:20][O:19][C:18]=2[CH:21]=1, predict the reactants needed to synthesize it. The reactants are: [CH3:1][NH:2][CH2:3][C:4]1[O:5][C:6]2[CH:13]=[CH:12][CH:11]=[CH:10][C:7]=2[C:8]=1[CH3:9].[O:14]=[C:15]1[CH2:20][O:19][C:18]2[CH:21]=[C:22]([CH:25]=[CH:26][C:27](O)=[O:28])[CH:23]=[N:24][C:17]=2[NH:16]1.ON1C2C=CC=CC=2N=N1.C(N(C(C)C)CC)(C)C.CN(C)CCCN=C=NCC.